Predict the product of the given reaction. From a dataset of Forward reaction prediction with 1.9M reactions from USPTO patents (1976-2016). The product is: [O:31]=[C:30]1[C:29]2[C:24](=[CH:25][CH:26]=[CH:27][CH:28]=2)[C:23](=[O:32])[N:22]1[C:18]1[N:17]=[CH:16][CH:15]=[C:14]2[C:19]=1[CH:20]=[N:21][C:12]([NH:11][CH:8]=[O:10])=[CH:13]2. Given the reactants C(OC(=O)C)(=O)C.[CH:8]([OH:10])=O.[NH2:11][C:12]1[CH:13]=[C:14]2[C:19](=[CH:20][N:21]=1)[C:18]([N:22]1[C:30](=[O:31])[C:29]3[C:24](=[CH:25][CH:26]=[CH:27][CH:28]=3)[C:23]1=[O:32])=[N:17][CH:16]=[CH:15]2, predict the reaction product.